Task: Binary Classification. Given a drug SMILES string, predict its activity (active/inactive) in a high-throughput screening assay against a specified biological target.. Dataset: HIV replication inhibition screening data with 41,000+ compounds from the AIDS Antiviral Screen (1) The molecule is c1ccc(C2=C3c4ccccc4C4=[N+]3[Zn-2]35[N+]6=C(C(c7ccccc7)=C7c8ccccc8C(=C4c4ccccc4)[NH+]73)c3ccccc3C6=C(c3ccccc3)C3=c4ccccc4=C2[NH+]35)cc1. The result is 0 (inactive). (2) The compound is CC1(C)OCN(c2ccc(Cl)cc2)Cn2c1nc1ccccc12. The result is 0 (inactive). (3) The drug is COC1CCCCC1C(N)C(=O)O.NC(C(=O)O)C1=CCCCC1. The result is 0 (inactive). (4) The molecule is COC(=O)C1c2c(C)cc3n2C(C=C(C)C3)C1C(=O)OC. The result is 1 (active). (5) The drug is COc1ccc2c(c1)-c1[nH]c3ccccc3c1CC2. The result is 0 (inactive).